This data is from Reaction yield outcomes from USPTO patents with 853,638 reactions. The task is: Predict the reaction yield, written as a fraction of the theoretical maximum amount of product (1.0 means a 100% yield; for example, 0.34 means a 34% yield). (1) The reactants are C[O:2][C:3](=[O:24])[CH:4]([C:11]1[CH:16]=[CH:15][C:14]([S:17]([C:20]([F:23])([F:22])[F:21])(=[O:19])=[O:18])=[CH:13][CH:12]=1)[CH2:5][CH:6]1[CH2:10][CH2:9][CH2:8][CH2:7]1.[OH-].[Li+]. The catalyst is O1CCCC1. The product is [CH:6]1([CH2:5][CH:4]([C:11]2[CH:12]=[CH:13][C:14]([S:17]([C:20]([F:23])([F:21])[F:22])(=[O:19])=[O:18])=[CH:15][CH:16]=2)[C:3]([OH:24])=[O:2])[CH2:10][CH2:9][CH2:8][CH2:7]1. The yield is 0.770. (2) The reactants are [Cl-].O[NH3+:3].[C:4](=[O:7])([O-])[OH:5].[Na+].CS(C)=O.[CH3:13][N:14]([CH3:51])[C:15]1[N:16]([C:40]2[CH:41]=[CH:42][C:43]3[O:47][C:46]([CH3:49])([CH3:48])[CH2:45][C:44]=3[CH:50]=2)[C:17](=[O:39])[C:18]([CH2:24][C:25]2[CH:30]=[CH:29][C:28]([C:31]3[C:32]([C:37]#[N:38])=[CH:33][CH:34]=[CH:35][CH:36]=3)=[CH:27][CH:26]=2)=[C:19]([CH2:21][CH2:22][CH3:23])[N:20]=1. The catalyst is O. The product is [CH3:51][N:14]([CH3:13])[C:15]1[N:16]([C:40]2[CH:41]=[CH:42][C:43]3[O:47][C:46]([CH3:49])([CH3:48])[CH2:45][C:44]=3[CH:50]=2)[C:17](=[O:39])[C:18]([CH2:24][C:25]2[CH:26]=[CH:27][C:28]([C:31]3[CH:36]=[CH:35][CH:34]=[CH:33][C:32]=3[C:37]3[NH:3][C:4](=[O:7])[O:5][N:38]=3)=[CH:29][CH:30]=2)=[C:19]([CH2:21][CH2:22][CH3:23])[N:20]=1. The yield is 0.330. (3) The reactants are [CH2:1]([N:8](CCC)[C:9]1[C:14]2[N:15]([CH3:28])[C:16]([NH:18][C:19]3[C:24]([CH3:25])=[CH:23][C:22]([CH3:26])=[CH:21][C:20]=3[CH3:27])=[N:17][C:13]=2[CH:12]=[CH:11][CH:10]=1)[C:2]1C=CC=C[CH:3]=1. The catalyst is CO.[OH-].[OH-].[Pd+2]. The product is [C:20]1([CH3:27])[CH:21]=[C:22]([CH3:26])[CH:23]=[C:24]([CH3:25])[C:19]=1[NH:18][C:16]1[N:15]([CH3:28])[C:14]2[C:9]([NH:8][CH2:1][CH2:2][CH3:3])=[CH:10][CH:11]=[CH:12][C:13]=2[N:17]=1. The yield is 0.580. (4) The reactants are [C:1]([O:5][C:6](=[O:39])[N:7]([CH:9]([C:11](=[O:38])[NH:12][CH:13]([C:18]([N:20]1[CH2:24][CH2:23][CH:22]2[NH:25][CH2:26][CH:27]([CH2:28][O:29][C:30]3[CH:35]=[CH:34][C:33]([F:36])=[C:32]([F:37])[CH:31]=3)[CH:21]12)=[O:19])[C:14]([CH3:17])([CH3:16])[CH3:15])[CH3:10])[CH3:8])([CH3:4])([CH3:3])[CH3:2].[C:40](OC(=O)C)(=[O:42])[CH3:41]. The catalyst is C(Cl)Cl.CN(C1C=CN=CC=1)C. The product is [C:1]([O:5][C:6](=[O:39])[N:7]([CH:9]([C:11](=[O:38])[NH:12][CH:13]([C:18]([N:20]1[CH2:24][CH2:23][CH:22]2[N:25]([C:40](=[O:42])[CH3:41])[CH2:26][CH:27]([CH2:28][O:29][C:30]3[CH:35]=[CH:34][C:33]([F:36])=[C:32]([F:37])[CH:31]=3)[CH:21]12)=[O:19])[C:14]([CH3:16])([CH3:17])[CH3:15])[CH3:10])[CH3:8])([CH3:2])([CH3:3])[CH3:4]. The yield is 1.00. (5) The reactants are [H-].[Na+].[CH3:3][O:4][C:5]1[C:15]([N+:16]([O-:18])=[O:17])=[CH:14][C:8]2[NH:9][C:10](=[O:13])[CH2:11][O:12][C:7]=2[CH:6]=1.[CH3:19]I. The catalyst is CN(C=O)C. The product is [CH3:3][O:4][C:5]1[C:15]([N+:16]([O-:18])=[O:17])=[CH:14][C:8]2[N:9]([CH3:19])[C:10](=[O:13])[CH2:11][O:12][C:7]=2[CH:6]=1. The yield is 0.630. (6) The reactants are CCC.[CH3:4][O:5][C:6]1[CH:11]=[CH:10][C:9]([CH:12]([NH2:15])[CH2:13][CH3:14])=[CH:8][CH:7]=1.C(=O)([O-])[O-].[Na+].[Na+].C(N1[C:31](=[O:32])[C:30]2=[CH:33][CH:34]=[CH:35][CH:36]=[C:29]2[C:28]1=[O:37])(OCC)=O. The catalyst is O.C(#N)C. The product is [C:28]1(=[O:37])[N:15]([CH:12]([C:9]2[CH:10]=[CH:11][C:6]([O:5][CH3:4])=[CH:7][CH:8]=2)[CH2:13][CH3:14])[C:31](=[O:32])[C:30]2=[CH:33][CH:34]=[CH:35][CH:36]=[C:29]12. The yield is 0.380. (7) The reactants are C(OC(=O)[N:7]([C:33](=[O:35])[CH3:34])[C@H:8]1[CH2:12][C@@H:11]([N:13]2[CH:21]=[N:20][C:19]3[C:14]2=[N:15][CH:16]=[N:17][C:18]=3[NH:22][CH2:23][C:24]2[CH:29]=[CH:28][CH:27]=[C:26]([I:30])[CH:25]=2)[C@H:10]([OH:31])[C@@H:9]1[OH:32])(C)(C)C.FC(F)(F)C(O)=O. The catalyst is ClCCl. The product is [OH:32][C@H:9]1[C@@H:10]([OH:31])[C@H:11]([N:13]2[CH:21]=[N:20][C:19]3[C:14]2=[N:15][CH:16]=[N:17][C:18]=3[NH:22][CH2:23][C:24]2[CH:29]=[CH:28][CH:27]=[C:26]([I:30])[CH:25]=2)[CH2:12][C@@H:8]1[NH:7][C:33](=[O:35])[CH3:34]. The yield is 0.200. (8) The reactants are C([O-])([O-])=O.[Na+].[Na+].Cl[C:8]1[C:9]2[C@H:16]([CH3:17])[CH2:15][CH2:14][C:10]=2[N:11]=[CH:12][N:13]=1.[CH3:18][O:19][C:20]([C:22]1[CH:27]=[CH:26][C:25](B(O)O)=[CH:24][CH:23]=1)=[O:21].O. The catalyst is O1CCOCC1.C1C=CC(P(C2C=CC=CC=2)[C-]2C=CC=C2)=CC=1.C1C=CC(P(C2C=CC=CC=2)[C-]2C=CC=C2)=CC=1.Cl[Pd]Cl.[Fe+2]. The product is [CH3:17][C@H:16]1[C:9]2[C:8]([C:25]3[CH:26]=[CH:27][C:22]([C:20]([O:19][CH3:18])=[O:21])=[CH:23][CH:24]=3)=[N:13][CH:12]=[N:11][C:10]=2[CH2:14][CH2:15]1. The yield is 0.700.